Dataset: Forward reaction prediction with 1.9M reactions from USPTO patents (1976-2016). Task: Predict the product of the given reaction. (1) Given the reactants [CH2:1]([O:3][C:4](=[O:26])[CH2:5][C:6]1[CH:7]=[C:8]([C:14]2[CH:19]=[CH:18][C:17]([C:20]([F:23])([F:22])[F:21])=[CH:16][C:15]=2[CH:24]=O)[C:9]([O:12][CH3:13])=[CH:10][CH:11]=1)[CH3:2].Cl.[F:28][C:29]([F:33])([F:32])[CH2:30][NH2:31], predict the reaction product. The product is: [CH2:1]([O:3][C:4](=[O:26])[CH2:5][C:6]1[CH:7]=[C:8]([C:14]2[CH:19]=[CH:18][C:17]([C:20]([F:21])([F:23])[F:22])=[CH:16][C:15]=2[CH2:24][NH:31][CH2:30][C:29]([F:33])([F:32])[F:28])[C:9]([O:12][CH3:13])=[CH:10][CH:11]=1)[CH3:2]. (2) Given the reactants [Cl:1][C:2]1[C:3]([F:31])=[C:4]([CH:8]2[C:12]([C:15]3[CH:20]=[CH:19][C:18]([Cl:21])=[CH:17][C:16]=3[F:22])([C:13]#[N:14])[CH:11]([CH2:23][C:24]([CH3:27])([CH3:26])[CH3:25])[NH:10][CH:9]2[C:28]([OH:30])=O)[CH:5]=[CH:6][CH:7]=1.CN(C(ON1N=NC2C=CC=NC1=2)=[N+](C)C)C.F[P-](F)(F)(F)(F)F.CCN(C(C)C)C(C)C.[NH2:65][C:66]1[CH:71]=[CH:70][C:69]([C:72]2[NH:76][N:75]=[CH:74][N:73]=2)=[CH:68][CH:67]=1, predict the reaction product. The product is: [N:75]1[NH:76][C:72]([C:69]2[CH:70]=[CH:71][C:66]([NH:65][C:28]([CH:9]3[CH:8]([C:4]4[CH:5]=[CH:6][CH:7]=[C:2]([Cl:1])[C:3]=4[F:31])[C:12]([C:15]4[CH:20]=[CH:19][C:18]([Cl:21])=[CH:17][C:16]=4[F:22])([C:13]#[N:14])[CH:11]([CH2:23][C:24]([CH3:25])([CH3:27])[CH3:26])[NH:10]3)=[O:30])=[CH:67][CH:68]=2)=[N:73][CH:74]=1. (3) Given the reactants [OH-].[K+].[Br:3][C:4]1[CH:9]=[C:8]([CH3:10])[C:7]([O:11][CH3:12])=[CH:6][C:5]=1[NH:13][C:14](=[O:18])[CH:15]([CH3:17])[CH3:16].[CH2:19](Br)[C:20]1[CH:25]=[CH:24][CH:23]=[CH:22][CH:21]=1.O, predict the reaction product. The product is: [CH2:19]([N:13]([C:5]1[CH:6]=[C:7]([O:11][CH3:12])[C:8]([CH3:10])=[CH:9][C:4]=1[Br:3])[C:14](=[O:18])[CH:15]([CH3:16])[CH3:17])[C:20]1[CH:25]=[CH:24][CH:23]=[CH:22][CH:21]=1. (4) Given the reactants [F:1][C:2]1[CH:3]=[CH:4][CH:5]=[C:6]2[C:11]=1[N:10]=[CH:9][CH:8]=[CH:7]2.[Cl:12][S:13](O)(=[O:15])=[O:14], predict the reaction product. The product is: [F:1][C:2]1[C:11]2[N:10]=[CH:9][CH:8]=[CH:7][C:6]=2[C:5]([S:13]([Cl:12])(=[O:15])=[O:14])=[CH:4][CH:3]=1.